This data is from Catalyst prediction with 721,799 reactions and 888 catalyst types from USPTO. The task is: Predict which catalyst facilitates the given reaction. (1) Reactant: FC(F)(F)S(O[C:7]1[C:16]2[C:15]([CH3:18])([CH3:17])[CH2:14][CH2:13][C:12]([CH3:20])([CH3:19])[C:11]=2[CH:10]=[C:9]([CH:21]=[O:22])[CH:8]=1)(=O)=O.[C:25]([C:29]1[CH:34]=[CH:33][C:32](B(O)O)=[CH:31][CH:30]=1)([CH3:28])([CH3:27])[CH3:26].[Cl-].[Li+].C(=O)([O-])[O-].[K+].[K+]. Product: [C:25]([C:29]1[CH:34]=[CH:33][C:32]([C:7]2[C:16]3[C:15]([CH3:17])([CH3:18])[CH2:14][CH2:13][C:12]([CH3:20])([CH3:19])[C:11]=3[CH:10]=[C:9]([CH:21]=[O:22])[CH:8]=2)=[CH:31][CH:30]=1)([CH3:28])([CH3:27])[CH3:26]. The catalyst class is: 73. (2) Product: [CH2:38]([N:5]1[C:6]2[C:11](=[CH:10][C:9]([F:23])=[CH:8][CH:7]=2)[N:12]([C:13](=[O:22])[C:14]2[CH:19]=[CH:18][C:17]([O:20][CH3:21])=[CH:16][CH:15]=2)[C@H:3]([CH2:1][CH3:2])[C:4]1=[O:24])[CH3:39]. Reactant: [CH2:1]([C@H:3]1[N:12]([C:13](=[O:22])[C:14]2[CH:19]=[CH:18][C:17]([O:20][CH3:21])=[CH:16][CH:15]=2)[C:11]2[C:6](=[CH:7][CH:8]=[C:9]([F:23])[CH:10]=2)[NH:5][C:4]1=[O:24])[CH3:2].C(=O)([O-])[O-].[K+].[K+].C(=O)([O-])[O-].[Cs+].[Cs+].I[CH2:38][CH3:39]. The catalyst class is: 10. (3) Reactant: [Cl:1][C:2]1[N:7]=[C:6]([N:8](C(OC(C)(C)C)=O)[N:9](C(OC(C)(C)C)=O)C(OC(C)(C)C)=O)[C:5]([F:31])=[C:4]([NH:32][CH2:33][C:34]2[S:35][CH:36]=[CH:37][N:38]=2)[N:3]=1.Cl. Product: [Cl:1][C:2]1[NH:3][C:4]([NH:32][CH2:33][C:34]2[S:35][CH:36]=[CH:37][N:38]=2)=[C:5]([F:31])[C:6](=[N:8][NH2:9])[N:7]=1. The catalyst class is: 5. (4) Reactant: [CH3:1][C:2]1[O:6][N:5]=[C:4]([C:7]2[CH:12]=[CH:11][CH:10]=[CH:9][CH:8]=2)[C:3]=1[CH2:13][NH2:14].[CH:15]([NH:18][C:19]([C:21]1[S:25][C:24](Cl)=[N:23][CH:22]=1)=[O:20])([CH3:17])[CH3:16]. Product: [CH:15]([NH:18][C:19]([C:21]1[S:25][C:24]([NH:14][CH2:13][C:3]2[C:4]([C:7]3[CH:12]=[CH:11][CH:10]=[CH:9][CH:8]=3)=[N:5][O:6][C:2]=2[CH3:1])=[N:23][CH:22]=1)=[O:20])([CH3:17])[CH3:16]. The catalyst class is: 3. (5) Reactant: [F:1][C:2]1[CH:11]=[C:10]([F:12])[CH:9]=[C:8]2[C:3]=1[CH:4]=[CH:5][C:6](=[O:13])[NH:7]2.[H-].[Na+].[CH2:16](I)[CH:17]=[CH2:18].O. Product: [F:1][C:2]1[CH:11]=[C:10]([F:12])[CH:9]=[C:8]2[C:3]=1[CH:4]=[CH:5][C:6](=[O:13])[N:7]2[CH2:18][CH:17]=[CH2:16]. The catalyst class is: 3. (6) Reactant: [CH:1]([NH2:4])([CH3:3])[CH3:2].Br[C:6]1[N:10]([C@@H:11]2[CH2:16][CH2:15][C@H:14]([OH:17])[C@H:13]([OH:18])[CH2:12]2)[C:9]2[CH:19]=[C:20]([Cl:24])[C:21]([Cl:23])=[CH:22][C:8]=2[N:7]=1.C(=O)([O-])[O-].[Na+].[Na+]. Product: [CH:1]([NH:4][C:6]1[N:10]([C@@H:11]2[CH2:16][CH2:15][C@H:14]([OH:17])[C@H:13]([OH:18])[CH2:12]2)[C:9]2[CH:19]=[C:20]([Cl:24])[C:21]([Cl:23])=[CH:22][C:8]=2[N:7]=1)([CH3:3])[CH3:2]. The catalyst class is: 8. (7) Reactant: C([N:3]([CH2:6][C:7]1[CH:12]=[CH:11][C:10]([CH2:13][CH2:14][C:15]2[N:16]=[C:17]([NH:20][C:21](=[O:23])[CH3:22])[S:18][CH:19]=2)=[CH:9][CH:8]=1)C=O)=O.Cl. Product: [NH2:3][CH2:6][C:7]1[CH:12]=[CH:11][C:10]([CH2:13][CH2:14][C:15]2[N:16]=[C:17]([NH:20][C:21](=[O:23])[CH3:22])[S:18][CH:19]=2)=[CH:9][CH:8]=1. The catalyst class is: 125. (8) Reactant: C([Li])CCC.C(NC(C)C)(C)C.[CH3:13][O:14][C:15]([CH:17]1[CH2:23][CH2:22][CH2:21][CH2:20][CH:19]([C:24]([O:26][CH3:27])=[O:25])[CH2:18]1)=[O:16].BrCCCl.[Cl-].[NH4+]. Product: [C:17]12([C:15]([O:14][CH3:13])=[O:16])[CH2:18][C:19]([C:24]([O:26][CH3:27])=[O:25])([CH2:20][CH2:21]1)[CH2:22][CH2:23]2. The catalyst class is: 1. (9) Reactant: [F:1][C:2]1[CH:7]=[CH:6][C:5]([Mg]Br)=[CH:4][CH:3]=1.C1[CH2:14][O:13][CH2:12][CH2:11]1.C[O:16]CC#N. Product: [F:1][C:2]1[CH:7]=[CH:6][C:5]([C:11](=[O:16])[CH2:12][O:13][CH3:14])=[CH:4][CH:3]=1. The catalyst class is: 28. (10) Reactant: [NH2:1][C:2]1[N:6]([C@@H:7]2[CH2:12][CH2:11][CH2:10][NH:9][CH2:8]2)[N:5]=[C:4]([C:13]2[CH:18]=[CH:17][C:16]([O:19][C:20]3[CH:25]=[CH:24][C:23]([F:26])=[CH:22][C:21]=3[F:27])=[CH:15][CH:14]=2)[C:3]=1[C:28]([NH2:30])=[O:29].F[P-](F)(F)(F)(F)F.N1(O[P+](N(C)C)(N(C)C)N(C)C)C2C=CC=CC=2N=N1.C(N(CC)C(C)C)(C)C.[F:67][C:68](=[CH2:72])[C:69](O)=[O:70]. Product: [NH2:1][C:2]1[N:6]([C@@H:7]2[CH2:12][CH2:11][CH2:10][N:9]([C:69](=[O:70])[C:68]([F:67])=[CH2:72])[CH2:8]2)[N:5]=[C:4]([C:13]2[CH:18]=[CH:17][C:16]([O:19][C:20]3[CH:25]=[CH:24][C:23]([F:26])=[CH:22][C:21]=3[F:27])=[CH:15][CH:14]=2)[C:3]=1[C:28]([NH2:30])=[O:29]. The catalyst class is: 69.